This data is from Forward reaction prediction with 1.9M reactions from USPTO patents (1976-2016). The task is: Predict the product of the given reaction. (1) Given the reactants C[N:2](C)[CH:3]=[C:4]([C:7]([C:9]1[S:13][C:12]([NH:14][CH3:15])=[N:11][C:10]=1[CH3:16])=O)[C:5]#N.[NH:18]([C:22]1[CH:23]=[C:24]([S:28]([NH2:31])(=[O:30])=[O:29])[CH:25]=[CH:26][CH:27]=1)[C:19]([NH2:21])=[NH:20], predict the reaction product. The product is: [C:3]([C:4]1[C:7]([C:9]2[S:13][C:12]([NH:14][CH3:15])=[N:11][C:10]=2[CH3:16])=[N:20][C:19]([NH:18][C:22]2[CH:23]=[C:24]([S:28]([NH2:31])(=[O:29])=[O:30])[CH:25]=[CH:26][CH:27]=2)=[N:21][CH:5]=1)#[N:2]. (2) Given the reactants [NH:1]([C:3]1[N:8]([CH2:9][CH:10]([CH3:12])[CH3:11])[C:7](=[O:13])[N:6]([CH3:14])[C:5](=[O:15])[CH:4]=1)[NH2:2].[F:16][C:17]1[CH:18]=[C:19]2[C:24](=[CH:25][CH:26]=1)[N:23]=[CH:22][CH:21]=[C:20]2[CH:27]=O.[CH3:29][N:30]1[CH:34]=[C:33]([C:35](=[O:38])[CH2:36][CH3:37])[CH:32]=[C:31]1[CH:39]=O, predict the reaction product. The product is: [F:16][C:17]1[CH:18]=[C:19]2[C:24](=[CH:25][CH:26]=1)[N:23]=[CH:22][CH:21]=[C:20]2[CH2:27][N:2]1[C:39]([C:31]2[N:30]([CH3:29])[CH:34]=[C:33]([C:35](=[O:38])[CH2:36][CH3:37])[CH:32]=2)=[C:4]2[C:3]([N:8]([CH2:9][CH:10]([CH3:11])[CH3:12])[C:7](=[O:13])[N:6]([CH3:14])[C:5]2=[O:15])=[N:1]1. (3) Given the reactants C(OC([N:8]1[CH2:16][C:15]2[C:10](=[CH:11][CH:12]=[C:13]([N:17]3[CH2:22][CH2:21][C:20]([F:24])([F:23])[CH2:19][CH2:18]3)[CH:14]=2)[CH2:9]1)=O)(C)(C)C.[ClH:25], predict the reaction product. The product is: [ClH:25].[F:24][C:20]1([F:23])[CH2:21][CH2:22][N:17]([C:13]2[CH:14]=[C:15]3[C:10](=[CH:11][CH:12]=2)[CH2:9][NH:8][CH2:16]3)[CH2:18][CH2:19]1. (4) The product is: [CH2:39]([O:38][C:36](=[O:37])[CH2:35][CH:32]1[CH2:31][C:33]2[C:2](=[CH:3][CH:4]=[C:5]([C:12]3[CH:11]=[CH:10][C:9]([O:8][CH2:1][C:2]4[CH:7]=[CH:6][CH:5]=[CH:4][CH:3]=4)=[C:14]([F:15])[CH:13]=3)[CH:6]=2)[C:1]1=[O:8])[CH3:40]. Given the reactants [CH2:1]([O:8][C:9]1[C:14]([F:15])=[CH:13][CH:12]=[CH:11][C:10]=1C1C=CC=C2C=1CCC2=O)[C:2]1[CH:7]=[CH:6][CH:5]=[CH:4][CH:3]=1.[Li+].CC([N-][CH:31]([CH3:33])[CH3:32])C.Br[CH2:35][C:36]([O:38][CH2:39][CH3:40])=[O:37], predict the reaction product.